This data is from Forward reaction prediction with 1.9M reactions from USPTO patents (1976-2016). The task is: Predict the product of the given reaction. (1) Given the reactants [C:1]([C:3]1[CH:8]=[CH:7][N:6]=[C:5]2[NH:9][CH:10]=[C:11]([CH2:12][C:13]3[CH:14]=[CH:15][C:16]([NH2:19])=[N:17][CH:18]=3)[C:4]=12)#[CH:2].[F:20][C:21]([F:31])([F:30])[C:22]1[N:27]=[CH:26][C:25]([CH:28]=O)=[CH:24][CH:23]=1.FC(F)(F)C(O)=O.C([SiH](CC)CC)C, predict the reaction product. The product is: [C:1]([C:3]1[CH:8]=[CH:7][N:6]=[C:5]2[NH:9][CH:10]=[C:11]([CH2:12][C:13]3[CH:14]=[CH:15][C:16]([NH:19][CH2:28][C:25]4[CH:26]=[N:27][C:22]([C:21]([F:31])([F:20])[F:30])=[CH:23][CH:24]=4)=[N:17][CH:18]=3)[C:4]=12)#[CH:2]. (2) The product is: [CH:28]1([NH:31][C:32](=[O:56])[CH2:33][CH2:34][S:35][C:36]2[CH:45]=[C:44]([NH:46][S:47]([C:50]3[S:51][CH:52]=[CH:53][CH:54]=3)(=[O:48])=[O:49])[C:43]3[C:38](=[CH:39][CH:40]=[CH:41][CH:42]=3)[C:37]=2[OH:55])[CH2:29][CH2:30]1. Given the reactants OC1C2C(=CC=CC=2)C(NS(C2SC=CC=2)(=O)=O)=CC=1SCC(OCC)=O.[CH:28]1([NH:31][C:32](=[O:56])[CH2:33][CH2:34][S:35][C:36]2[C:37](=[O:55])[C:38]3[C:43]([C:44](=[N:46][S:47]([C:50]4[S:51][CH:52]=[CH:53][CH:54]=4)(=[O:49])=[O:48])[CH:45]=2)=[CH:42][CH:41]=[CH:40][CH:39]=3)[CH2:30][CH2:29]1, predict the reaction product. (3) Given the reactants [C@@H:1]12[CH2:7][N:6]([C:8]([O:10][C:11]([CH3:14])([CH3:13])[CH3:12])=[O:9])[C@@H:5]1[CH2:4][N:3](C(OCC1C=CC=CC=1)=O)[CH2:2]2, predict the reaction product. The product is: [C@@H:1]12[CH2:7][N:6]([C:8]([O:10][C:11]([CH3:14])([CH3:13])[CH3:12])=[O:9])[C@@H:5]1[CH2:4][NH:3][CH2:2]2.